From a dataset of Reaction yield outcomes from USPTO patents with 853,638 reactions. Predict the reaction yield, written as a fraction of the theoretical maximum amount of product (1.0 means a 100% yield; for example, 0.34 means a 34% yield). (1) The reactants are [CH2:1]([O:4][C:5]1([CH3:48])[CH2:10][CH2:9][N:8]([C:11]2[N:16]3[CH:17]=[C:18]([C:20]4[O:21][C:22]([CH2:25][C:26]5[CH:31]=[CH:30][CH:29]=[CH:28][C:27]=5[O:32][CH2:33][CH2:34][CH:35]=C)=[N:23][N:24]=4)[N:19]=[C:15]3[CH:14]=[C:13]([CH3:37])[C:12]=2[C@H:38]([O:43][C:44]([CH3:47])([CH3:46])[CH3:45])[C:39]([O:41]C)=[O:40])[CH2:7][CH2:6]1)[CH:2]=C.C(O[C@@H](C1C(C)=CC2=NC3=CN2C=1N1CCC(C)(OCCCCCOC2C=CC(F)=CC=2CNC3=O)CC1)C(OC)=O)(C)(C)C.C(O[C@@H](C1C(C)=CC2=NC3=CN2C=1N1CCC(C)(OCCCCCOC2C=CC(F)=CC=2CNC3=O)CC1)C(O)=O)(C)(C)C. No catalyst specified. The product is [C:44]([O:43][C@@H:38]([C:12]1[C:13]([CH3:37])=[CH:14][C:15]2=[N:19][C:18]3=[CH:17][N:16]2[C:11]=1[N:8]1[CH2:7][CH2:6][C:5]([CH3:48])([O:4][CH2:1][CH2:2][CH2:35][CH2:34][CH2:33][O:32][C:27]2[CH:28]=[CH:29][CH:30]=[CH:31][C:26]=2[CH2:25][C:22]2[O:21][C:20]3=[N:24][N:23]=2)[CH2:10][CH2:9]1)[C:39]([OH:41])=[O:40])([CH3:46])([CH3:45])[CH3:47]. The yield is 0.0600. (2) The reactants are [Br:1][C:2]1[C:6]2[C:7](Cl)=[N:8][CH:9]=[CH:10][C:5]=2[S:4][CH:3]=1.[NH4+:12].[OH-]. The catalyst is O1CCOCC1. The product is [Br:1][C:2]1[C:6]2[C:7]([NH2:12])=[N:8][CH:9]=[CH:10][C:5]=2[S:4][CH:3]=1. The yield is 0.940.